Dataset: Forward reaction prediction with 1.9M reactions from USPTO patents (1976-2016). Task: Predict the product of the given reaction. (1) Given the reactants [F:1][C:2]1[CH:3]=[C:4]2[C:9](=[CH:10][CH:11]=1)[N:8]=[CH:7][CH:6]=[C:5]2[CH:12]1[CH2:17][CH2:16][CH:15]([CH:18]([CH2:24][CH3:25])[C:19]([O:21]CC)=[O:20])[CH2:14][CH2:13]1.[Li+].[OH-].C(OCC)(=O)C, predict the reaction product. The product is: [F:1][C:2]1[CH:3]=[C:4]2[C:9](=[CH:10][CH:11]=1)[N:8]=[CH:7][CH:6]=[C:5]2[CH:12]1[CH2:13][CH2:14][CH:15]([CH:18]([CH2:24][CH3:25])[C:19]([OH:21])=[O:20])[CH2:16][CH2:17]1. (2) Given the reactants [ClH:1].[CH3:2][O:3][C:4]1[CH:19]=[CH:18][C:7]([CH2:8][NH:9][NH:10]C(OC(C)(C)C)=O)=[CH:6][CH:5]=1, predict the reaction product. The product is: [ClH:1].[ClH:1].[CH3:2][O:3][C:4]1[CH:19]=[CH:18][C:7]([CH2:8][NH:9][NH2:10])=[CH:6][CH:5]=1. (3) Given the reactants [NH2:1][C:2]1[CH:3]=[CH:4][C:5]([OH:16])=[N:6][C:7]=1[NH:8][C:9]1([CH3:15])[CH2:14][CH2:13][CH2:12][CH2:11][CH2:10]1.[C:17](OC)(OC)(OC)[CH3:18], predict the reaction product. The product is: [CH3:17][C:18]1[N:8]([C:9]2([CH3:15])[CH2:14][CH2:13][CH2:12][CH2:11][CH2:10]2)[C:7]2=[N:6][C:5]([OH:16])=[CH:4][CH:3]=[C:2]2[N:1]=1. (4) Given the reactants C1(C)C=CC=CC=1.[H-].C([Al+]CC(C)C)C(C)C.[F:18][C:19]([F:33])([F:32])[C:20]1[CH:21]=[C:22]([CH2:26][CH2:27][C:28](OC)=[O:29])[CH:23]=[CH:24][CH:25]=1.S([O-])([O-])(=O)=O.[Na+].[Na+], predict the reaction product. The product is: [F:18][C:19]([F:32])([F:33])[C:20]1[CH:21]=[C:22]([CH2:26][CH2:27][CH:28]=[O:29])[CH:23]=[CH:24][CH:25]=1. (5) Given the reactants Cl.[CH3:2][NH:3][C@@H:4]([CH2:16][C:17]1[CH:22]=[CH:21][CH:20]=[CH:19][CH:18]=1)[CH2:5][CH2:6][NH:7][C:8]([C:10]1[CH:15]=[CH:14][CH:13]=[CH:12][N:11]=1)=[O:9].[F:23][C:24]([F:39])([F:38])[C:25]1[CH:26]=[C:27]([CH:31]=[C:32]([C:34]([F:37])([F:36])[F:35])[CH:33]=1)[C:28](Cl)=[O:29].C(=O)([O-])[O-].[K+].[K+], predict the reaction product. The product is: [F:23][C:24]([F:39])([F:38])[C:25]1[CH:26]=[C:27]([CH:31]=[C:32]([C:34]([F:37])([F:36])[F:35])[CH:33]=1)[C:28]([N:3]([CH3:2])[C@@H:4]([CH2:16][C:17]1[CH:18]=[CH:19][CH:20]=[CH:21][CH:22]=1)[CH2:5][CH2:6][NH:7][C:8]([C:10]1[CH:15]=[CH:14][CH:13]=[CH:12][N:11]=1)=[O:9])=[O:29]. (6) Given the reactants Cl.Cl[CH2:3][CH2:4][CH2:5][NH:6][C:7]1[CH:12]=[N:11][N:10]([CH3:13])[C:9](=[O:14])[CH:8]=1.[F:15][C:16]1[CH:30]=[CH:29][C:19]2[C:20]([CH:23]3[CH2:28][CH2:27][NH:26][CH2:25][CH2:24]3)=[N:21][O:22][C:18]=2[CH:17]=1.C(=O)([O-])[O-].[K+].[K+].[I-].[K+], predict the reaction product. The product is: [F:15][C:16]1[CH:30]=[CH:29][C:19]2[C:20]([CH:23]3[CH2:24][CH2:25][N:26]([CH2:3][CH2:4][CH2:5][NH:6][C:7]4[CH:12]=[N:11][N:10]([CH3:13])[C:9](=[O:14])[CH:8]=4)[CH2:27][CH2:28]3)=[N:21][O:22][C:18]=2[CH:17]=1. (7) Given the reactants [Cl:1][C:2]1[C:7]([C:8]([OH:10])=O)=[CH:6][CH:5]=[CH:4][N:3]=1.[CH:11]1([CH2:14][CH2:15][NH:16][C:17]([C:19]2[N:20]=[N:21][C:22]([N:25]3[CH2:30][CH2:29][NH:28][CH2:27][CH2:26]3)=[CH:23][CH:24]=2)=[O:18])[CH2:13][CH2:12]1, predict the reaction product. The product is: [CH:11]1([CH2:14][CH2:15][NH:16][C:17]([C:19]2[N:20]=[N:21][C:22]([N:25]3[CH2:30][CH2:29][N:28]([C:8]([C:7]4[C:2]([Cl:1])=[N:3][CH:4]=[CH:5][CH:6]=4)=[O:10])[CH2:27][CH2:26]3)=[CH:23][CH:24]=2)=[O:18])[CH2:13][CH2:12]1. (8) Given the reactants [NH2:1][C:2]1[C:10]2[C:5](=[N:6][C:7]([CH3:13])=[C:8]([OH:12])[C:9]=2[CH3:11])[S:4][C:3]=1[C:14]([O:16][C:17]([CH3:20])([CH3:19])[CH3:18])=[O:15].CCN(CC)CC.[N:28]1([C:33](Cl)=[O:34])[CH2:32][CH2:31][CH2:30][CH2:29]1, predict the reaction product. The product is: [NH2:1][C:2]1[C:10]2[C:5](=[N:6][C:7]([CH3:13])=[C:8]([O:12][C:33]([N:28]3[CH2:32][CH2:31][CH2:30][CH2:29]3)=[O:34])[C:9]=2[CH3:11])[S:4][C:3]=1[C:14]([O:16][C:17]([CH3:20])([CH3:19])[CH3:18])=[O:15].